Dataset: Forward reaction prediction with 1.9M reactions from USPTO patents (1976-2016). Task: Predict the product of the given reaction. (1) Given the reactants [H-].[Na+].[CH3:3][CH:4]([CH3:11])[CH2:5][CH2:6][CH2:7][C@@H:8]([OH:10])[CH3:9].[CH2:12](Br)[CH:13]=[CH2:14].O, predict the reaction product. The product is: [CH3:9][C@H:8]([O:10][CH2:14][CH:13]=[CH2:12])[CH2:7][CH2:6][CH2:5][CH:4]([CH3:11])[CH3:3]. (2) Given the reactants [CH3:1][S:2]([C:5]1[CH:19]=[C:18]([C:20]([F:23])([F:22])[F:21])[CH:17]=[CH:16][C:6]=1[C:7]([NH:9][C:10]1[N:14]([CH3:15])[N:13]=[N:12][N:11]=1)=[O:8])(=[O:4])=[O:3].[H-].[Na+].Cl[C:27]([O:29][CH3:30])=[O:28].C(=O)([O-])O.[Na+], predict the reaction product. The product is: [CH3:1][S:2]([C:5]1[CH:19]=[C:18]([C:20]([F:23])([F:21])[F:22])[CH:17]=[CH:16][C:6]=1[C:7]([N:9]([C:10]1[N:14]([CH3:15])[N:13]=[N:12][N:11]=1)[C:27](=[O:28])[O:29][CH3:30])=[O:8])(=[O:3])=[O:4].